Dataset: Reaction yield outcomes from USPTO patents with 853,638 reactions. Task: Predict the reaction yield, written as a fraction of the theoretical maximum amount of product (1.0 means a 100% yield; for example, 0.34 means a 34% yield). The reactants are [CH:1]1([CH2:6][C@H:7]([CH2:32][N:33]([CH:41]=[O:42])[O:34][CH:35]2[CH2:40][CH2:39][CH2:38][CH2:37][O:36]2)[C:8]([N:10]2[CH:14]([C:15]([NH:17][C:18]3[N:23]=[CH:22][C:21]([O:24][CH3:25])=[CH:20][N:19]=3)=[O:16])[CH2:13][CH2:12][N:11]2C(OCC=C)=O)=[O:9])[CH2:5][CH2:4][CH2:3][CH2:2]1.N1CCOCC1. The catalyst is ClCCl.C1C=CC([P]([Pd]([P](C2C=CC=CC=2)(C2C=CC=CC=2)C2C=CC=CC=2)([P](C2C=CC=CC=2)(C2C=CC=CC=2)C2C=CC=CC=2)[P](C2C=CC=CC=2)(C2C=CC=CC=2)C2C=CC=CC=2)(C2C=CC=CC=2)C2C=CC=CC=2)=CC=1. The product is [CH:1]1([CH2:6][C@H:7]([CH2:32][N:33]([CH:41]=[O:42])[O:34][CH:35]2[CH2:40][CH2:39][CH2:38][CH2:37][O:36]2)[C:8]([N:10]2[C@H:14]([C:15]([NH:17][C:18]3[N:23]=[CH:22][C:21]([O:24][CH3:25])=[CH:20][N:19]=3)=[O:16])[CH2:13][CH2:12][NH:11]2)=[O:9])[CH2:2][CH2:3][CH2:4][CH2:5]1. The yield is 0.450.